This data is from Forward reaction prediction with 1.9M reactions from USPTO patents (1976-2016). The task is: Predict the product of the given reaction. (1) Given the reactants [CH3:1][O:2][C:3]1[CH:8]=[CH:7][C:6]([C@@H:9]([NH:11][C:12](=[O:17])[CH2:13][C:14](=O)[CH3:15])[CH3:10])=[CH:5][CH:4]=1.C([O-])(=O)C.[NH4+:22], predict the reaction product. The product is: [CH3:1][O:2][C:3]1[CH:8]=[CH:7][C:6]([C@@H:9]([NH:11][C:12](=[O:17])[CH:13]=[C:14]([NH2:22])[CH3:15])[CH3:10])=[CH:5][CH:4]=1. (2) Given the reactants [CH2:1]([O:3][C:4]([N:6]1[C:15]2[C:10](=[N:11][C:12]([O:16][CH3:17])=[CH:13][CH:14]=2)[C@@H:9]([NH:18][CH:19]([C:32]2[N:37]=[CH:36][C:35](Br)=[CH:34][N:33]=2)[C:20]2[CH:25]=[C:24]([C:26]([F:29])([F:28])[F:27])[CH:23]=[C:22]([C:30]#[N:31])[CH:21]=2)[CH2:8][C@H:7]1[CH2:39][CH3:40])=[O:5])[CH3:2].CC(C)([O-])C.[Na+].C(P(C(C)(C)C)C1C=CC=CC=1C1C=CC=CC=1)(C)(C)C.[C:68]([N:71]1[CH2:76][CH2:75][NH:74][CH2:73][CH2:72]1)(=[O:70])[CH3:69], predict the reaction product. The product is: [CH2:1]([O:3][C:4]([N:6]1[C:15]2[C:10](=[N:11][C:12]([O:16][CH3:17])=[CH:13][CH:14]=2)[C@@H:9]([NH:18][CH:19]([C:32]2[N:37]=[CH:36][C:35]([N:74]3[CH2:75][CH2:76][N:71]([C:68](=[O:70])[CH3:69])[CH2:72][CH2:73]3)=[CH:34][N:33]=2)[C:20]2[CH:25]=[C:24]([C:26]([F:29])([F:28])[F:27])[CH:23]=[C:22]([C:30]#[N:31])[CH:21]=2)[CH2:8][C@H:7]1[CH2:39][CH3:40])=[O:5])[CH3:2]. (3) Given the reactants [NH2:1][O:2][CH:3]([C:10]1[CH:15]=[CH:14][CH:13]=[CH:12][CH:11]=1)[CH2:4][CH2:5][C:6](OC)=[O:7].[H-].[H-].[H-].[H-].[Li+].[Al+3], predict the reaction product. The product is: [NH2:1][O:2][CH:3]([C:10]1[CH:15]=[CH:14][CH:13]=[CH:12][CH:11]=1)[CH2:4][CH2:5][CH2:6][OH:7]. (4) Given the reactants [CH3:1][O:2][C:3]1[CH:8]=[CH:7][C:6]([C@H:9]([N:11]2[CH2:15][C@H:14]([C:16](=[O:19])[CH2:17][CH3:18])[CH2:13][C:12]2=[O:20])[CH3:10])=[CH:5][CH:4]=1.[BH4-].[Na+], predict the reaction product. The product is: [OH:19][CH:16]([C@H:14]1[CH2:15][N:11]([C@@H:9]([C:6]2[CH:7]=[CH:8][C:3]([O:2][CH3:1])=[CH:4][CH:5]=2)[CH3:10])[C:12](=[O:20])[CH2:13]1)[CH2:17][CH3:18]. (5) Given the reactants Br[C:2]1[CH:3]=[C:4]2[C:8](=[C:9]([C:11]([NH2:13])=[O:12])[CH:10]=1)[NH:7][CH:6]=[C:5]2[CH:14]1[CH2:19][CH2:18][N:17]([S:20]([CH2:23][CH3:24])(=[O:22])=[O:21])[CH2:16][CH2:15]1.O1CCOCC1.C(=O)([O-])[O-].[K+].[K+].[CH3:37][N:38]([CH3:48])[C:39]1[CH:44]=[CH:43][C:42](B(O)O)=[CH:41][CH:40]=1, predict the reaction product. The product is: [CH3:37][N:38]([CH3:48])[C:39]1[CH:44]=[CH:43][C:42]([C:2]2[CH:3]=[C:4]3[C:8](=[C:9]([C:11]([NH2:13])=[O:12])[CH:10]=2)[NH:7][CH:6]=[C:5]3[CH:14]2[CH2:15][CH2:16][N:17]([S:20]([CH2:23][CH3:24])(=[O:22])=[O:21])[CH2:18][CH2:19]2)=[CH:41][CH:40]=1.